Dataset: Forward reaction prediction with 1.9M reactions from USPTO patents (1976-2016). Task: Predict the product of the given reaction. (1) Given the reactants [Br:1][C:2]1[CH:7]=[CH:6][N:5]=[C:4]([C:8]([OH:10])=O)[CH:3]=1.C([N:13]([CH2:16]C)CC)C.[C:18](C1NC=CN=1)(C1NC=CN=1)=[O:19], predict the reaction product. The product is: [CH3:18][O:19][N:13]([CH3:16])[C:8]([C:4]1[CH:3]=[C:2]([Br:1])[CH:7]=[CH:6][N:5]=1)=[O:10]. (2) Given the reactants C[Al](C)C.[Cl:5][C:6]1[N:11]=[CH:10][C:9]([NH2:12])=[CH:8][CH:7]=1.[F:13][C:14]1[CH:15]=[C:16]2[C:20](=[CH:21][CH:22]=1)[N:19]([CH2:23][C:24]1[CH:29]=[CH:28][CH:27]=[C:26]([F:30])[CH:25]=1)[C:18]([C:31](OCC)=[O:32])=[CH:17]2.O, predict the reaction product. The product is: [Cl:5][C:6]1[N:11]=[CH:10][C:9]([NH:12][C:31]([C:18]2[N:19]([CH2:23][C:24]3[CH:29]=[CH:28][CH:27]=[C:26]([F:30])[CH:25]=3)[C:20]3[C:16]([CH:17]=2)=[CH:15][C:14]([F:13])=[CH:22][CH:21]=3)=[O:32])=[CH:8][CH:7]=1. (3) Given the reactants [CH2:1]([NH2:8])[C:2]1[CH:7]=[CH:6][CH:5]=[CH:4][CH:3]=1.Cl.C(N)C1C=CC=CC=1.[CH:18]1[N:23]=[C:22](Cl)[C:21]2[N:25]=[CH:26][N:27]([C@@H:28]3[O:32][C@H:31]([CH2:33][OH:34])[C@@H:30]([OH:35])[C@H:29]3[OH:36])[C:20]=2[N:19]=1.C(N(CC)C(C)C)(C)C, predict the reaction product. The product is: [CH2:1]([NH:8][C:22]1[C:21]2[N:25]=[CH:26][N:27]([C:20]=2[N:19]=[CH:18][N:23]=1)[C@@H:28]1[O:32][C@H:31]([CH2:33][OH:34])[C@@H:30]([OH:35])[C@H:29]1[OH:36])[C:2]1[CH:7]=[CH:6][CH:5]=[CH:4][CH:3]=1. (4) Given the reactants Br[C:2]1[CH:3]=[CH:4][C:5]2[C:15]3[C:10](=[CH:11][N:12]=[CH:13][CH:14]=3)[CH:9]([CH3:16])[O:8][C:6]=2[CH:7]=1.[C:17](=[O:24])([O:19][C:20]([CH3:23])([CH3:22])[CH3:21])[NH2:18].C([O-])([O-])=O.[Cs+].[Cs+].CC1(C)C2C(=C(P(C3C=CC=CC=3)C3C=CC=CC=3)C=CC=2)OC2C(P(C3C=CC=CC=3)C3C=CC=CC=3)=CC=CC1=2, predict the reaction product. The product is: [CH3:16][CH:9]1[C:10]2=[CH:11][N:12]=[CH:13][CH:14]=[C:15]2[C:5]2[CH:4]=[CH:3][C:2]([NH:18][C:17](=[O:24])[O:19][C:20]([CH3:23])([CH3:22])[CH3:21])=[CH:7][C:6]=2[O:8]1. (5) Given the reactants [F:1][C:2]1[CH:3]=[CH:4][C:5]([C:10]2[CH:11]=[N:12][C:13]3[N:14]([CH:16]=[C:17]([CH2:19][O:20][C:21]4[CH:26]=[CH:25][C:24]([F:27])=[CH:23][CH:22]=4)[N:18]=3)[CH:15]=2)=[C:6]([CH2:8]O)[CH:7]=1.CN(C)C.CS([Cl:36])(=O)=O.C(OCC)(=O)C, predict the reaction product. The product is: [Cl:36][CH2:8][C:6]1[CH:7]=[C:2]([F:1])[CH:3]=[CH:4][C:5]=1[C:10]1[CH:11]=[N:12][C:13]2[N:14]([CH:16]=[C:17]([CH2:19][O:20][C:21]3[CH:26]=[CH:25][C:24]([F:27])=[CH:23][CH:22]=3)[N:18]=2)[CH:15]=1. (6) Given the reactants [C:1]([N:4]1[CH2:9][CH2:8][C:7]2[N:10]([CH2:23][CH:24](O)[CH2:25][N:26]3[CH2:31][CH2:30][N:29]([C:32]4[CH:39]=[CH:38][CH:37]=[CH:36][C:33]=4[C:34]#[N:35])[CH2:28][CH2:27]3)[N:11]=[C:12]([C:13]3[CH:18]=[CH:17][C:16]([C:19]([F:22])([F:21])[F:20])=[CH:15][CH:14]=3)[C:6]=2[CH2:5]1)(=[O:3])[CH3:2].CCN(S(F)(F)[F:47])CC.CO.C(Cl)Cl, predict the reaction product. The product is: [C:1]([N:4]1[CH2:9][CH2:8][C:7]2[N:10]([CH2:23][CH:24]([F:47])[CH2:25][N:26]3[CH2:31][CH2:30][N:29]([C:32]4[CH:39]=[CH:38][CH:37]=[CH:36][C:33]=4[C:34]#[N:35])[CH2:28][CH2:27]3)[N:11]=[C:12]([C:13]3[CH:18]=[CH:17][C:16]([C:19]([F:22])([F:21])[F:20])=[CH:15][CH:14]=3)[C:6]=2[CH2:5]1)(=[O:3])[CH3:2].